From a dataset of Full USPTO retrosynthesis dataset with 1.9M reactions from patents (1976-2016). Predict the reactants needed to synthesize the given product. (1) Given the product [OH:15][CH2:14][C:11]1[N:12]=[CH:13][N:9]([C:6]2[N:7]=[CH:8][C:3]([O:2][CH3:1])=[C:4]3[C:18]([C:30](=[O:36])[C:31]([O:33][CH2:34][CH3:35])=[O:32])=[CH:17][NH:16][C:5]=23)[N:10]=1, predict the reactants needed to synthesize it. The reactants are: [CH3:1][O:2][C:3]1[CH:8]=[N:7][C:6]([N:9]2[CH:13]=[N:12][C:11]([CH2:14][OH:15])=[N:10]2)=[C:5]2[NH:16][CH:17]=[CH:18][C:4]=12.C([Mg]Br)C.N1C=CC=CC=1.Cl[C:30](=[O:36])[C:31]([O:33][CH2:34][CH3:35])=[O:32]. (2) The reactants are: [C:1]1([CH3:25])[CH:6]=[CH:5][C:4]([C:7]2[N:8]=[C:9]3[CH2:23][CH:22]([OH:24])[CH2:21][NH:20][C:10]3=[N:11][C:12]=2[C:13]2[CH:18]=[CH:17][C:16]([CH3:19])=[CH:15][CH:14]=2)=[CH:3][CH:2]=1.[CH:26](=O)[CH2:27][CH2:28][CH2:29][CH:30]=[CH2:31].C(O[BH-](OC(=O)C)OC(=O)C)(=O)C.[Na+]. Given the product [CH2:31]([N:20]1[C:10]2=[N:11][C:12]([C:13]3[CH:18]=[CH:17][C:16]([CH3:19])=[CH:15][CH:14]=3)=[C:7]([C:4]3[CH:3]=[CH:2][C:1]([CH3:25])=[CH:6][CH:5]=3)[N:8]=[C:9]2[CH2:23][CH:22]([OH:24])[CH2:21]1)[CH2:30][CH2:29][CH2:28][CH:27]=[CH2:26], predict the reactants needed to synthesize it. (3) The reactants are: C(OC(=O)[NH:10][C@@H:11]([C:13]1[N:17]=[C:16]([CH3:18])[O:15][N:14]=1)[CH3:12])C1C=CC=CC=1.B(Cl)(Cl)Cl. Given the product [CH3:18][C:16]1[O:15][N:14]=[C:13]([C@H:11]([NH2:10])[CH3:12])[N:17]=1, predict the reactants needed to synthesize it. (4) Given the product [CH3:11][C:9]([C:3]1[CH:8]=[CH:7][CH:6]=[CH:5][CH:4]=1)=[CH2:10].[CH3:38][C:36]([C:30]1[CH:35]=[CH:34][CH:33]=[CH:32][CH:31]=1)=[CH2:37], predict the reactants needed to synthesize it. The reactants are: [O-]O.[C:3]1([CH:9]([CH3:11])[CH3:10])[CH:8]=[CH:7][CH:6]=[CH:5][CH:4]=1.C1C(Cl)=CC=C(Cl)C=1.C(OCC1OC1)(=O)C(C)=C.[C:30]1([C:36]([CH2:38]C(C2C=CC=CC=2)(C)C)=[CH2:37])[CH:35]=[CH:34][CH:33]=[CH:32][CH:31]=1. (5) The reactants are: [CH2:1]([NH2:8])[C:2]1[CH:7]=[CH:6][CH:5]=[CH:4][CH:3]=1.CCN(CC)CC.[Cl:16][CH2:17][CH2:18][CH2:19][S:20](Cl)(=[O:22])=[O:21]. Given the product [CH2:1]([NH:8][S:20]([CH2:19][CH2:18][CH2:17][Cl:16])(=[O:22])=[O:21])[C:2]1[CH:7]=[CH:6][CH:5]=[CH:4][CH:3]=1, predict the reactants needed to synthesize it. (6) Given the product [Cl:1][C:2]1[CH:9]=[C:8]([N:10]([CH2:16][C:17]2[CH:22]=[CH:21][CH:20]=[CH:19][C:18]=2[Cl:23])[C@H:11]2[CH2:15][CH2:14][N:13]([CH2:24][C:25]3[CH:30]=[CH:29][CH:28]=[CH:27][CH:26]=3)[CH2:12]2)[CH:7]=[CH:6][C:3]=1[C:4]#[N:5], predict the reactants needed to synthesize it. The reactants are: [Cl:1][C:2]1[CH:9]=[C:8]([N:10]([CH2:16][C:17]2[CH:22]=[CH:21][CH:20]=[CH:19][C:18]=2[Cl:23])[C@H:11]2[CH2:15][CH2:14][NH:13][CH2:12]2)[CH:7]=[CH:6][C:3]=1[C:4]#[N:5].[CH2:24](Br)[C:25]1[CH:30]=[CH:29][CH:28]=[CH:27][CH:26]=1. (7) Given the product [NH2:10][C@@H:11]([CH2:12][CH:13]1[CH2:14][CH2:15][CH2:16][CH2:17][CH2:18]1)[C:19]([NH:20][C@@H:21]([CH3:35])[CH2:22][NH:23][C:24]1[CH:29]=[CH:28][C:27]([O:30][C:31]([F:32])([F:33])[F:34])=[CH:26][CH:25]=1)=[O:36], predict the reactants needed to synthesize it. The reactants are: C(OC(=O)[NH:10][C@H:11]([C:19](=[O:36])[NH:20][C@@H:21]([CH3:35])[CH2:22][NH:23][C:24]1[CH:29]=[CH:28][C:27]([O:30][C:31]([F:34])([F:33])[F:32])=[CH:26][CH:25]=1)[CH2:12][CH:13]1[CH2:18][CH2:17][CH2:16][CH2:15][CH2:14]1)C1C=CC=CC=1. (8) Given the product [CH3:15][N:2]([CH3:1])[C:3](=[O:14])[CH2:4][CH2:5][CH:6]([NH2:11])[CH:7]([OH:10])[CH2:8][F:9], predict the reactants needed to synthesize it. The reactants are: [CH3:1][N:2]([CH3:15])[C:3](=[O:14])[CH2:4][CH2:5][CH:6]([N+:11]([O-])=O)[CH:7]([OH:10])[CH2:8][F:9].